Dataset: Full USPTO retrosynthesis dataset with 1.9M reactions from patents (1976-2016). Task: Predict the reactants needed to synthesize the given product. (1) The reactants are: Cl[C:2]1[CH:7]=[CH:6][CH:5]=[CH:4][C:3]=1[N+:8]([O-:10])=[O:9].[NH2:11][CH:12]1[CH2:17][CH2:16][N:15]([C:18]([O:20][C:21]([CH3:24])([CH3:23])[CH3:22])=[O:19])[CH2:14][CH2:13]1.C([O-])([O-])=O.[K+].[K+]. Given the product [N+:8]([C:3]1[CH:4]=[CH:5][CH:6]=[CH:7][C:2]=1[NH:11][CH:12]1[CH2:13][CH2:14][N:15]([C:18]([O:20][C:21]([CH3:24])([CH3:23])[CH3:22])=[O:19])[CH2:16][CH2:17]1)([O-:10])=[O:9], predict the reactants needed to synthesize it. (2) Given the product [C:5]([C:4]1[CH:7]=[CH:8][CH:9]=[CH:10][C:3]=1[N:2]([CH3:1])[S:19]([C:15]1[CH:16]=[CH:17][CH:18]=[C:13]([O:12][CH3:11])[CH:14]=1)(=[O:21])=[O:20])#[N:6], predict the reactants needed to synthesize it. The reactants are: [CH3:1][NH:2][C:3]1[CH:10]=[CH:9][CH:8]=[CH:7][C:4]=1[C:5]#[N:6].[CH3:11][O:12][C:13]1[CH:14]=[C:15]([S:19](Cl)(=[O:21])=[O:20])[CH:16]=[CH:17][CH:18]=1. (3) Given the product [NH2:21][C:22]1[CH:31]=[CH:30][C:29]([F:32])=[CH:28][C:23]=1[C:24]([NH:17][C:16]1[CH:18]=[CH:19][CH:20]=[C:14]([S:11]([N:1]2[C:10]3[C:5](=[CH:6][CH:7]=[CH:8][CH:9]=3)[CH2:4][CH2:3][CH2:2]2)(=[O:13])=[O:12])[CH:15]=1)=[O:25], predict the reactants needed to synthesize it. The reactants are: [N:1]1([S:11]([C:14]2[CH:15]=[C:16]([CH:18]=[CH:19][CH:20]=2)[NH2:17])(=[O:13])=[O:12])[C:10]2[C:5](=[CH:6][CH:7]=[CH:8][CH:9]=2)[CH2:4][CH2:3][CH2:2]1.[NH2:21][C:22]1[CH:31]=[CH:30][C:29]([F:32])=[CH:28][C:23]=1[C:24](OC)=[O:25].CC(C)([O-])C.[K+].